Dataset: Peptide-MHC class II binding affinity with 134,281 pairs from IEDB. Task: Regression. Given a peptide amino acid sequence and an MHC pseudo amino acid sequence, predict their binding affinity value. This is MHC class II binding data. (1) The peptide sequence is CKDIKLSDISLKLTS. The MHC is DRB1_1101 with pseudo-sequence DRB1_1101. The binding affinity (normalized) is 0.561. (2) The peptide sequence is LQQYPLGQGSFRPSQQNPQA. The MHC is DRB1_0701 with pseudo-sequence DRB1_0701. The binding affinity (normalized) is 0.230. (3) The peptide sequence is PEEFAVVDLSKMRAV. The MHC is HLA-DPA10201-DPB10101 with pseudo-sequence HLA-DPA10201-DPB10101. The binding affinity (normalized) is 0.505. (4) The peptide sequence is LTEHGCNRLKRMAVS. The MHC is DRB1_1101 with pseudo-sequence DRB1_1101. The binding affinity (normalized) is 0.770.